Dataset: Tyrosyl-DNA phosphodiesterase HTS with 341,365 compounds. Task: Binary Classification. Given a drug SMILES string, predict its activity (active/inactive) in a high-throughput screening assay against a specified biological target. (1) The molecule is Fc1c(CN2C(=O)C(/NC2=O)=C\c2n(c3cc(ccc3)C(O)=O)ccc2)cccc1. The result is 1 (active). (2) The drug is Brc1c(O)c(c2c3CCCCc3oc2c1)CNCc1ccccc1. The result is 0 (inactive). (3) The molecule is Clc1ccc(C(N2CCCCC2)C(=O)Nc2ccc(cc2)C)cc1. The result is 0 (inactive).